Dataset: Full USPTO retrosynthesis dataset with 1.9M reactions from patents (1976-2016). Task: Predict the reactants needed to synthesize the given product. Given the product [CH3:1][S:2]([N:5]1[CH2:14][CH2:13][C:12]2[C:7](=[CH:8][C:9]([NH2:15])=[CH:10][CH:11]=2)[CH2:6]1)(=[O:4])=[O:3], predict the reactants needed to synthesize it. The reactants are: [CH3:1][S:2]([N:5]1[CH2:14][CH2:13][C:12]2[C:7](=[CH:8][C:9]([N+:15]([O-])=O)=[CH:10][CH:11]=2)[CH2:6]1)(=[O:4])=[O:3].